Predict which catalyst facilitates the given reaction. From a dataset of Catalyst prediction with 721,799 reactions and 888 catalyst types from USPTO. (1) Reactant: Br[CH2:2][CH2:3][O:4][C:5]1[CH:14]=[C:13]2[C:8]([C:9]([O:15][C:16]3[C:17]([F:26])=[C:18]4[C:22](=[CH:23][CH:24]=3)[NH:21][C:20]([CH3:25])=[CH:19]4)=[N:10][CH:11]=[N:12]2)=[CH:7][C:6]=1[O:27][CH3:28].C1(P(=O)(C2C=CC=CC=2)C2C=CC=CC=2)C=CC=CC=1.[C:49]([N:52]1[CH2:57][CH2:56][NH:55][CH2:54][CH2:53]1)(=[O:51])[CH3:50]. Product: [C:49]([N:52]1[CH2:57][CH2:56][N:55]([CH2:2][CH2:3][O:4][C:5]2[CH:14]=[C:13]3[C:8]([C:9]([O:15][C:16]4[C:17]([F:26])=[C:18]5[C:22](=[CH:23][CH:24]=4)[NH:21][C:20]([CH3:25])=[CH:19]5)=[N:10][CH:11]=[N:12]3)=[CH:7][C:6]=2[O:27][CH3:28])[CH2:54][CH2:53]1)(=[O:51])[CH3:50]. The catalyst class is: 9. (2) Reactant: [CH3:1][O:2][C:3]1[CH:4]=[C:5]([N:9]2[C:18]3[C:13](=[CH:14][C:15]([F:26])=[C:16]([N:19]4[CH2:24][CH2:23][N:22]([CH3:25])[CH2:21][CH2:20]4)[CH:17]=3)[C:12](=[O:27])[N:11]([O:28]CC3C=CC=CC=3)[C:10]2=[O:36])[CH:6]=[CH:7][CH:8]=1. Product: [CH3:1][O:2][C:3]1[CH:4]=[C:5]([N:9]2[C:18]3[C:13](=[CH:14][C:15]([F:26])=[C:16]([N:19]4[CH2:20][CH2:21][N:22]([CH3:25])[CH2:23][CH2:24]4)[CH:17]=3)[C:12](=[O:27])[N:11]([OH:28])[C:10]2=[O:36])[CH:6]=[CH:7][CH:8]=1. The catalyst class is: 45. (3) Reactant: [CH3:1][C:2]1[C:7]([CH3:8])=[CH:6][CH:5]=[CH:4][C:3]=1[NH:9][C:10](=[O:16])[CH2:11][CH2:12][C:13]([OH:15])=[O:14].[CH3:17][SiH](C)C. Product: [CH3:1][C:2]1[C:7]([CH3:8])=[CH:6][CH:5]=[CH:4][C:3]=1[NH:9][C:10](=[O:16])[CH2:11][CH2:12][C:13]([O:15][CH3:17])=[O:14]. The catalyst class is: 61. (4) Reactant: NC1(C2C=CC(C3C(=O)C4C(=CC=C(F)C=4)OC=3C3C=CC=CC=3)=CC=2)CCC1.C(OC(=O)[NH:36][C:37]1([C:41]2[CH:46]=[CH:45][C:44]([C:47]3[C:56](=[O:57])[C:55]4[C:50](=[C:51]([C:58]5[CH:59]=[N:60][NH:61][CH:62]=5)[CH:52]=[CH:53][CH:54]=4)[O:49][C:48]=3[C:63]3[CH:68]=[CH:67][CH:66]=[CH:65][CH:64]=3)=[CH:43][CH:42]=2)[CH2:40][CH2:39][CH2:38]1)(C)(C)C.C(O)(C(F)(F)F)=O.[ClH:77]. Product: [ClH:77].[NH2:36][C:37]1([C:41]2[CH:42]=[CH:43][C:44]([C:47]3[C:56](=[O:57])[C:55]4[C:50](=[C:51]([C:58]5[CH:62]=[N:61][NH:60][CH:59]=5)[CH:52]=[CH:53][CH:54]=4)[O:49][C:48]=3[C:63]3[CH:68]=[CH:67][CH:66]=[CH:65][CH:64]=3)=[CH:45][CH:46]=2)[CH2:40][CH2:39][CH2:38]1. The catalyst class is: 24. (5) Reactant: [CH:1]1([NH:4][C:5]([C:7]2[CH:12]=[CH:11][C:10]([C:13]3[CH:18]=[CH:17][C:16]([CH2:19][C@H:20]([NH:33][C:34]([C@H:36]4[CH2:41][CH2:40][C@H:39]([CH2:42][NH:43]C(=O)OC(C)(C)C)[CH2:38][CH2:37]4)=[O:35])[C:21]([NH:23][C:24]4[CH:32]=[C:31]5[C:27]([CH:28]=[N:29][NH:30]5)=[CH:26][CH:25]=4)=[O:22])=[CH:15][CH:14]=3)=[C:9]([CH3:51])[CH:8]=2)=[O:6])[CH2:3][CH2:2]1.[ClH:52]. Product: [ClH:52].[NH2:43][CH2:42][C@H:39]1[CH2:38][CH2:37][C@H:36]([C:34]([NH:33][C@H:20]([C:21]([NH:23][C:24]2[CH:32]=[C:31]3[C:27]([CH:28]=[N:29][NH:30]3)=[CH:26][CH:25]=2)=[O:22])[CH2:19][C:16]2[CH:17]=[CH:18][C:13]([C:10]3[CH:11]=[CH:12][C:7]([C:5]([NH:4][CH:1]4[CH2:2][CH2:3]4)=[O:6])=[CH:8][C:9]=3[CH3:51])=[CH:14][CH:15]=2)=[O:35])[CH2:41][CH2:40]1. The catalyst class is: 12. (6) Reactant: CON(C)[C:4](=[O:12])[C:5]1[CH:10]=[CH:9][N:8]=[C:7]([CH3:11])[CH:6]=1.[CH:14]1([Mg]Br)[CH2:16][CH2:15]1.[NH4+].[Cl-]. Product: [CH:14]1([C:4]([C:5]2[CH:10]=[CH:9][N:8]=[C:7]([CH3:11])[CH:6]=2)=[O:12])[CH2:16][CH2:15]1. The catalyst class is: 1. (7) Reactant: [C:1]([O:5][C:6]([N:8]1[CH2:13][CH2:12][CH:11]([C:14]2[O:23][C:17]3=[CH:18][N:19]=[C:20](Cl)[CH:21]=[C:16]3[CH:15]=2)[CH2:10][CH2:9]1)=[O:7])([CH3:4])([CH3:3])[CH3:2].[CH3:24][S:25]([C:28]1[CH:33]=[CH:32][C:31](B(O)O)=[CH:30][CH:29]=1)(=[O:27])=[O:26].C([O-])([O-])=O.[Na+].[Na+]. Product: [C:1]([O:5][C:6]([N:8]1[CH2:13][CH2:12][CH:11]([C:14]2[O:23][C:17]3=[CH:18][N:19]=[C:20]([C:31]4[CH:32]=[CH:33][C:28]([S:25]([CH3:24])(=[O:27])=[O:26])=[CH:29][CH:30]=4)[CH:21]=[C:16]3[CH:15]=2)[CH2:10][CH2:9]1)=[O:7])([CH3:4])([CH3:3])[CH3:2]. The catalyst class is: 12. (8) Reactant: [Br:1][C:2]1[CH:9]=[CH:8][C:7]([OH:10])=[CH:6][C:3]=1[C:4]#[N:5].CN(C=O)C.C(=O)([O-])[O-].[Cs+].[Cs+].[CH2:22](I)[CH3:23]. Product: [Br:1][C:2]1[CH:9]=[CH:8][C:7]([O:10][CH2:22][CH3:23])=[CH:6][C:3]=1[C:4]#[N:5]. The catalyst class is: 6. (9) Reactant: [CH3:1][C:2]1([CH3:22])[O:6][C@@H:5]2[CH2:7][CH2:8][CH2:9][C@@H:10]([N:11]3C(=O)C4C(=CC=CC=4)C3=O)[C@@H:4]2[O:3]1.NN. Product: [CH3:1][C:2]1([CH3:22])[O:6][C@@H:5]2[CH2:7][CH2:8][CH2:9][C@@H:10]([NH2:11])[C@@H:4]2[O:3]1. The catalyst class is: 8. (10) Reactant: [C:1]([O:5][C:6]([N:8]1[CH2:13][CH2:12][N:11]([S:14]([C:17]2[CH:18]=[C:19]([CH:23]=[CH:24][C:25]=2[O:26][C:27]2[CH:32]=[C:31]([CH3:33])[CH:30]=[C:29]([CH3:34])[CH:28]=2)[C:20](O)=[O:21])(=[O:16])=[O:15])[CH2:10][CH2:9]1)=[O:7])([CH3:4])([CH3:3])[CH3:2].[NH2:35][CH2:36][CH2:37][C:38]#[N:39].C1C=CC2N(O)N=NC=2C=1.Cl.C(N=C=NCCCN(C)C)C. Product: [C:36]([CH2:37][CH2:38][NH:39][C:20]([C:19]1[CH:23]=[CH:24][C:25]([O:26][C:27]2[CH:32]=[C:31]([CH3:33])[CH:30]=[C:29]([CH3:34])[CH:28]=2)=[C:17]([S:14]([N:11]2[CH2:12][CH2:13][N:8]([C:6]([O:5][C:1]([CH3:4])([CH3:3])[CH3:2])=[O:7])[CH2:9][CH2:10]2)(=[O:16])=[O:15])[CH:18]=1)=[O:21])#[N:35]. The catalyst class is: 3.